Dataset: NCI-60 drug combinations with 297,098 pairs across 59 cell lines. Task: Regression. Given two drug SMILES strings and cell line genomic features, predict the synergy score measuring deviation from expected non-interaction effect. (1) Drug 1: C1=CN(C(=O)N=C1N)C2C(C(C(O2)CO)O)O.Cl. Drug 2: CCC1(CC2CC(C3=C(CCN(C2)C1)C4=CC=CC=C4N3)(C5=C(C=C6C(=C5)C78CCN9C7C(C=CC9)(C(C(C8N6C)(C(=O)OC)O)OC(=O)C)CC)OC)C(=O)OC)O.OS(=O)(=O)O. Cell line: MDA-MB-231. Synergy scores: CSS=20.9, Synergy_ZIP=-6.05, Synergy_Bliss=-2.61, Synergy_Loewe=0.762, Synergy_HSA=1.24. (2) Drug 1: C1=CC(=CC=C1CC(C(=O)O)N)N(CCCl)CCCl.Cl. Drug 2: CCC1=C2CN3C(=CC4=C(C3=O)COC(=O)C4(CC)O)C2=NC5=C1C=C(C=C5)O. Cell line: ACHN. Synergy scores: CSS=52.2, Synergy_ZIP=-1.13, Synergy_Bliss=3.22, Synergy_Loewe=-13.8, Synergy_HSA=4.07. (3) Drug 2: C1=NNC2=C1C(=O)NC=N2. Drug 1: COC1=C(C=C2C(=C1)N=CN=C2NC3=CC(=C(C=C3)F)Cl)OCCCN4CCOCC4. Synergy scores: CSS=20.7, Synergy_ZIP=-3.96, Synergy_Bliss=1.86, Synergy_Loewe=-29.9, Synergy_HSA=2.43. Cell line: UACC62. (4) Drug 1: C1CCN(CC1)CCOC2=CC=C(C=C2)C(=O)C3=C(SC4=C3C=CC(=C4)O)C5=CC=C(C=C5)O. Drug 2: CCC(=C(C1=CC=CC=C1)C2=CC=C(C=C2)OCCN(C)C)C3=CC=CC=C3.C(C(=O)O)C(CC(=O)O)(C(=O)O)O. Cell line: OVCAR3. Synergy scores: CSS=-2.54, Synergy_ZIP=1.38, Synergy_Bliss=0.844, Synergy_Loewe=-2.57, Synergy_HSA=-3.55. (5) Drug 1: C1=CC(=C2C(=C1NCCNCCO)C(=O)C3=C(C=CC(=C3C2=O)O)O)NCCNCCO. Drug 2: C1=CC(=CC=C1CC(C(=O)O)N)N(CCCl)CCCl.Cl. Cell line: UACC62. Synergy scores: CSS=40.9, Synergy_ZIP=1.59, Synergy_Bliss=2.80, Synergy_Loewe=-11.8, Synergy_HSA=5.94. (6) Cell line: OVCAR-4. Drug 1: C1=NC(=NC(=O)N1C2C(C(C(O2)CO)O)O)N. Drug 2: C1C(C(OC1N2C=NC(=NC2=O)N)CO)O. Synergy scores: CSS=27.8, Synergy_ZIP=-5.93, Synergy_Bliss=-2.91, Synergy_Loewe=-0.125, Synergy_HSA=1.45. (7) Drug 1: CC1CCC2CC(C(=CC=CC=CC(CC(C(=O)C(C(C(=CC(C(=O)CC(OC(=O)C3CCCCN3C(=O)C(=O)C1(O2)O)C(C)CC4CCC(C(C4)OC)OCCO)C)C)O)OC)C)C)C)OC. Drug 2: B(C(CC(C)C)NC(=O)C(CC1=CC=CC=C1)NC(=O)C2=NC=CN=C2)(O)O. Cell line: SW-620. Synergy scores: CSS=45.7, Synergy_ZIP=-1.71, Synergy_Bliss=1.14, Synergy_Loewe=-8.79, Synergy_HSA=1.10.